From a dataset of Forward reaction prediction with 1.9M reactions from USPTO patents (1976-2016). Predict the product of the given reaction. (1) Given the reactants B(Br)(Br)Br.[CH2:5]([C:7]1([C:15]2[CH:20]=[CH:19][CH:18]=[C:17]([O:21]C)[CH:16]=2)[CH2:13][CH2:12][CH2:11][CH2:10][NH:9][C:8]1=[O:14])[CH3:6], predict the reaction product. The product is: [CH2:5]([C:7]1([C:15]2[CH:20]=[CH:19][CH:18]=[C:17]([OH:21])[CH:16]=2)[CH2:13][CH2:12][CH2:11][CH2:10][NH:9][C:8]1=[O:14])[CH3:6]. (2) The product is: [Si:17]([C:24]1[CH:28]=[C:27]([C:29]([O:31][CH2:32][CH3:33])=[O:30])[N:26]([C:8]2[CH:9]=[CH:10][C:11]([CH3:14])=[CH:12][CH:13]=2)[N:25]=1)([C:20]([CH3:23])([CH3:22])[CH3:21])([CH3:19])[CH3:18]. Given the reactants N1C=CC=CC=1.B(O)(O)[C:8]1[CH:9]=[CH:10][C:11]([CH3:14])=[CH:12][CH:13]=1.[Si:17]([C:24]1[CH:28]=[C:27]([C:29]([O:31][CH2:32][CH3:33])=[O:30])[NH:26][N:25]=1)([C:20]([CH3:23])([CH3:22])[CH3:21])([CH3:19])[CH3:18], predict the reaction product. (3) Given the reactants [C:1]([C:9]1[CH:19]=[C:18]([O:20][CH2:21][C:22]2[CH:27]=[CH:26][CH:25]=[CH:24][CH:23]=2)[C:17]([O:28][CH3:29])=[CH:16][C:10]=1[C:11]([O:13]CC)=[O:12])(=[O:8])[C:2]1[CH:7]=[CH:6][CH:5]=[CH:4][CH:3]=1.[OH-].[Na+].C(O)C.Cl, predict the reaction product. The product is: [C:1]([C:9]1[CH:19]=[C:18]([O:20][CH2:21][C:22]2[CH:27]=[CH:26][CH:25]=[CH:24][CH:23]=2)[C:17]([O:28][CH3:29])=[CH:16][C:10]=1[C:11]([OH:13])=[O:12])(=[O:8])[C:2]1[CH:3]=[CH:4][CH:5]=[CH:6][CH:7]=1.